This data is from Forward reaction prediction with 1.9M reactions from USPTO patents (1976-2016). The task is: Predict the product of the given reaction. (1) Given the reactants C[O:2][C:3](=[O:35])[C:4]1[CH:9]=[CH:8][CH:7]=[C:6]([NH:10][C:11]([N:13]([CH:29]2[CH2:34][CH2:33][CH2:32][CH2:31][CH2:30]2)[C:14]2[N:15]([C:23]3[CH:28]=[CH:27][CH:26]=[CH:25][CH:24]=3)[N:16]=[C:17]3[C:22]=2[CH:21]=[CH:20][CH:19]=[CH:18]3)=[O:12])[CH:5]=1.[OH-].[Li+], predict the reaction product. The product is: [CH:29]1([N:13]([C:14]2[N:15]([C:23]3[CH:28]=[CH:27][CH:26]=[CH:25][CH:24]=3)[N:16]=[C:17]3[C:22]=2[CH:21]=[CH:20][CH:19]=[CH:18]3)[C:11](=[O:12])[NH:10][C:6]2[CH:5]=[C:4]([CH:9]=[CH:8][CH:7]=2)[C:3]([OH:35])=[O:2])[CH2:34][CH2:33][CH2:32][CH2:31][CH2:30]1. (2) Given the reactants CCN(C(C)C)C(C)C.[NH:10]1[CH2:15][CH2:14][O:13][CH2:12][CH2:11]1.[Br:16][C:17]1[CH:22]=[CH:21][C:20]([CH:23](Cl)[CH3:24])=[CH:19][CH:18]=1, predict the reaction product. The product is: [Br:16][C:17]1[CH:22]=[CH:21][C:20]([CH:23]([N:10]2[CH2:15][CH2:14][O:13][CH2:12][CH2:11]2)[CH3:24])=[CH:19][CH:18]=1. (3) Given the reactants [OH:1][CH:2]([CH2:11][CH2:12][CH2:13][CH2:14][CH2:15][CH2:16][CH2:17][CH2:18][CH2:19][CH2:20][CH3:21])[C:3]([C:5]1[CH:10]=[CH:9][CH:8]=[CH:7][CH:6]=1)=[O:4].OC(C1C=CC=CC=1)C(=O)CCCCCCCCCCC, predict the reaction product. The product is: [C:5]1([C:3](=[O:4])[C:2](=[O:1])[CH2:11][CH2:12][CH2:13][CH2:14][CH2:15][CH2:16][CH2:17][CH2:18][CH2:19][CH2:20][CH3:21])[CH:10]=[CH:9][CH:8]=[CH:7][CH:6]=1. (4) The product is: [C:39]([O:44][C:42]([NH:41][C@H:8]1[CH2:12][S:13][C:14]2[CH:19]=[CH:18][CH:17]=[CH:16][C:15]=2[O:20][CH2:9]1)=[O:43])([CH3:38])([CH3:34])[CH3:53]. Given the reactants C(OC([CH:8]([CH2:12][S:13][C:14]1[CH:19]=[CH:18][CH:17]=[CH:16][C:15]=1[OH:20])[CH:9](N)O)=O)(C)(C)C.C1(P([C:34]2[CH:39]=[CH:38]C=CC=2)C2C=CC=CC=2)C=CC=CC=1.[N:41]([C:42]([O:44]CC)=[O:43])=[N:41][C:42]([O:44]CC)=[O:43].O1CCC[CH2:53]1, predict the reaction product. (5) Given the reactants [OH:1][CH2:2][C@@H:3]1[O:7][C:6](=[O:8])[N:5]([C:9]2[CH:14]=[CH:13][CH:12]=[C:11]([F:15])[CH:10]=2)[CH2:4]1.C(N(CC)CC)C.[CH3:23][S:24](Cl)(=[O:26])=[O:25].O, predict the reaction product. The product is: [CH3:23][S:24]([O:1][CH2:2][C@@H:3]1[O:7][C:6](=[O:8])[N:5]([C:9]2[CH:14]=[CH:13][CH:12]=[C:11]([F:15])[CH:10]=2)[CH2:4]1)(=[O:26])=[O:25].